Task: Predict the product of the given reaction.. Dataset: Forward reaction prediction with 1.9M reactions from USPTO patents (1976-2016) (1) Given the reactants [Br:1][C:2]1[CH:3]=[C:4]([NH:8][CH2:9][C:10]2[CH:15]=[CH:14][CH:13]=[C:12]([O:16][CH3:17])[CH:11]=2)[CH:5]=[N:6][CH:7]=1.[H-].[Na+].[CH3:20]I, predict the reaction product. The product is: [Br:1][C:2]1[CH:3]=[C:4]([N:8]([CH2:9][C:10]2[CH:15]=[CH:14][CH:13]=[C:12]([O:16][CH3:17])[CH:11]=2)[CH3:20])[CH:5]=[N:6][CH:7]=1. (2) Given the reactants [OH:1][C:2]1[CH:3]=[C:4]2[C:9](=[CH:10][CH:11]=1)[NH:8][C:7](=[O:12])[CH2:6][CH2:5]2.[CH:13]1([N:19]2[C:23]([CH2:24][CH2:25][CH2:26][CH2:27]Cl)=[N:22][N:21]=[N:20]2)[CH2:18][CH2:17][CH2:16][CH2:15][CH2:14]1.C(=O)([O-])[O-].[K+].[K+].[OH-].[Na+], predict the reaction product. The product is: [CH:11]1[C:2]([O:1][CH2:27][CH2:26][CH2:25][CH2:24][C:23]2[N:19]([CH:13]3[CH2:18][CH2:17][CH2:16][CH2:15][CH2:14]3)[N:20]=[N:21][N:22]=2)=[CH:3][C:4]2[CH2:5][CH2:6][C:7]([NH:8][C:9]=2[CH:10]=1)=[O:12].